This data is from Catalyst prediction with 721,799 reactions and 888 catalyst types from USPTO. The task is: Predict which catalyst facilitates the given reaction. (1) Reactant: Br[C:2]1[CH:7]=[CH:6][CH:5]=[C:4]([O:8][CH3:9])[N:3]=1.[CH2:10](B1OC(C)(C)C(C)(C)O1)[CH:11]=[CH2:12].[F-].[Cs+].C1COCC1. Product: [CH2:12]([C:2]1[CH:7]=[CH:6][CH:5]=[C:4]([O:8][CH3:9])[N:3]=1)[CH:11]=[CH2:10]. The catalyst class is: 103. (2) Reactant: C(N(CC)CC)C.Cl.[NH:9]1[CH2:14][CH2:13][CH2:12][CH2:11][C:10]1=O.[CH2:16]([CH:18]([CH2:22][CH3:23])[C:19](Cl)=[O:20])[CH3:17].[OH-:24].[K+]. Product: [CH2:16]([CH:18]([CH2:22][CH3:23])[C:19]([N:9]1[CH2:14][CH2:13][C:12](=[O:24])[CH2:11][CH2:10]1)=[O:20])[CH3:17]. The catalyst class is: 79. (3) Reactant: N[C:2]1[CH:7]=[CH:6][C:5]([N:8]2[C:12]3=[N:13][CH:14]=[N:15][C:16]([NH2:17])=[C:11]3[CH:10]=[N:9]2)=[CH:4][CH:3]=1.[S:18]1[CH:22]=[CH:21][CH:20]=[C:19]1[C:23]([OH:25])=O.Cl.C[N:28](C)CCCN=C=NCC.ON1C2C=CC=CC=2N=N1. Product: [NH2:17][C:16]1[N:15]=[CH:14][N:13]=[C:12]2[N:8]([C:5]3[CH:4]=[C:3]([NH:28][C:23]([C:19]4[S:18][CH:22]=[CH:21][CH:20]=4)=[O:25])[CH:2]=[CH:7][CH:6]=3)[N:9]=[CH:10][C:11]=12. The catalyst class is: 121. (4) Reactant: [Br:1][C:2]1[C:14](=[O:15])[N:13]([CH:16]2[CH2:20][CH2:19][CH2:18][CH2:17]2)[C:5]2[N:6]=[C:7](S(C)=O)[N:8]=[CH:9][C:4]=2[C:3]=1[CH3:21].[N:22]1([C:28]2[CH:29]=[CH:30][C:31]([NH2:34])=[N:32][CH:33]=2)[CH2:27][CH2:26][O:25][CH2:24][CH2:23]1. Product: [Br:1][C:2]1[C:14](=[O:15])[N:13]([CH:16]2[CH2:20][CH2:19][CH2:18][CH2:17]2)[C:5]2[N:6]=[C:7]([NH:34][C:31]3[CH:30]=[CH:29][C:28]([N:22]4[CH2:23][CH2:24][O:25][CH2:26][CH2:27]4)=[CH:33][N:32]=3)[N:8]=[CH:9][C:4]=2[C:3]=1[CH3:21]. The catalyst class is: 133. (5) Reactant: [CH:1]1(C(Cl)=O)CCCCC1.[CH:10]1([C:16]([N:18]=[C:19]=[S:20])=[O:17])[CH2:15][CH2:14][CH2:13][CH2:12][CH2:11]1.[CH3:21][O:22][C:23]1[CH:24]=[C:25]2[C:30](=[CH:31][C:32]=1[O:33][CH3:34])[N:29]=[CH:28]N=[C:26]2[O:35][C:36]1[CH:42]=[CH:41][C:39]([NH2:40])=[CH:38][CH:37]=1.C1(C)C=CC=CC=1. Product: [CH:10]1([C:16]([N:18]=[C:19]=[S:20])=[O:17])[CH2:15][CH2:14][CH2:13][CH2:12][CH2:11]1.[CH:10]1([C:16]([NH:18][C:19]([NH:40][C:39]2[CH:41]=[CH:42][C:36]([O:35][C:26]3[C:25]4[C:30](=[CH:31][C:32]([O:33][CH3:34])=[C:23]([O:22][CH3:21])[CH:24]=4)[N:29]=[CH:28][CH:1]=3)=[CH:37][CH:38]=2)=[S:20])=[O:17])[CH2:15][CH2:14][CH2:13][CH2:12][CH2:11]1. The catalyst class is: 8. (6) Reactant: [C:1]([O:5][C:6]([N:8]1[CH:13]2[CH2:14][CH2:15][CH:9]1[CH2:10][CH:11]([C:16]#[N:17])[CH2:12]2)=[O:7])([CH3:4])([CH3:3])[CH3:2].Cl[C:19]1[S:20][CH:21]=[CH:22][N:23]=1.[Li].C[Si](N[Si](C)(C)C)(C)C.[Cl-].[NH4+]. Product: [C:1]([O:5][C:6]([N:8]1[CH:13]2[CH2:14][CH2:15][CH:9]1[CH2:10][C:11]([C:16]#[N:17])([C:19]1[S:20][CH:21]=[CH:22][N:23]=1)[CH2:12]2)=[O:7])([CH3:4])([CH3:2])[CH3:3]. The catalyst class is: 1.